Dataset: Reaction yield outcomes from USPTO patents with 853,638 reactions. Task: Predict the reaction yield, written as a fraction of the theoretical maximum amount of product (1.0 means a 100% yield; for example, 0.34 means a 34% yield). (1) The reactants are [Cl:1][C:2]1[CH:8]=[CH:7][C:6]([Cl:9])=[CH:5][C:3]=1[NH2:4].Cl.[N:11]([O-])=O.[Na+].[OH-].[Na+].[C:17]([C:21]1[CH:26]=[C:25]([C:27]([CH3:30])([CH3:29])[CH3:28])[CH:24]=[CH:23][C:22]=1[OH:31])([CH3:20])([CH3:19])[CH3:18]. The catalyst is O.CO.C1(C)C=CC=CC=1. The product is [C:17]([C:21]1[CH:26]=[C:25]([C:27]([CH3:30])([CH3:29])[CH3:28])[CH:24]=[C:23]([N:11]=[N:4][C:3]2[CH:5]=[C:6]([Cl:9])[CH:7]=[CH:8][C:2]=2[Cl:1])[C:22]=1[OH:31])([CH3:20])([CH3:19])[CH3:18]. The yield is 0.640. (2) The reactants are [Cl:1][C:2]1[N:7]=[C:6](Cl)[C:5]([C:9]([OH:11])=[O:10])=[CH:4][N:3]=1.[NH2:12][CH2:13][C:14]([CH3:17])([OH:16])[CH3:15].C(N(CC)CC)C.C(OCC)(=O)C. The catalyst is C1COCC1.O. The product is [Cl:1][C:2]1[N:7]=[C:6]([NH:12][CH2:13][C:14]([OH:16])([CH3:17])[CH3:15])[C:5]([C:9]([OH:11])=[O:10])=[CH:4][N:3]=1. The yield is 0.590. (3) The reactants are Cl[C:2]1[N:7]=[C:6]([N:8]([CH3:19])[C:9]2[CH:18]=[CH:17][CH:16]=[CH:15][C:10]=2[C:11]([NH:13][CH3:14])=[O:12])[C:5]([Cl:20])=[CH:4][N:3]=1.[CH3:21][O:22][C:23]1[CH:29]=[CH:28][C:27]([N+:30]([O-:32])=[O:31])=[CH:26][C:24]=1[NH2:25].CC1C=CC(S(O)(=O)=O)=CC=1. The catalyst is CC(O)C.C(OCC)(=O)C. The product is [Cl:20][C:5]1[C:6]([N:8]([CH3:19])[C:9]2[CH:18]=[CH:17][CH:16]=[CH:15][C:10]=2[C:11]([NH:13][CH3:14])=[O:12])=[N:7][C:2]([NH:25][C:24]2[CH:26]=[C:27]([N+:30]([O-:32])=[O:31])[CH:28]=[CH:29][C:23]=2[O:22][CH3:21])=[N:3][CH:4]=1. The yield is 0.340. (4) The reactants are [OH:1][C:2]1[CH:7]=[C:6]([Cl:8])[N:5]=[N:4][C:3]=1Cl.[CH:10]1([C:13]2[CH:18]=[CH:17][CH:16]=[C:15]([CH3:19])[C:14]=2[OH:20])[CH2:12][CH2:11]1.C1(OCC)C=CC=CC=1.[OH-].[K+].Cl. The catalyst is CO. The product is [Cl:8][C:6]1[N:5]=[N:4][C:3]([O:20][C:14]2[C:15]([CH3:19])=[CH:16][CH:17]=[CH:18][C:13]=2[CH:10]2[CH2:11][CH2:12]2)=[C:2]([OH:1])[CH:7]=1. The yield is 0.770.